From a dataset of Full USPTO retrosynthesis dataset with 1.9M reactions from patents (1976-2016). Predict the reactants needed to synthesize the given product. (1) The reactants are: Br[C:2]1[CH:11]=[C:10]2[C:5]([N:6]=[C:7]([C:12]3[CH:17]=[CH:16][C:15]([F:18])=[C:14]([F:19])[CH:13]=3)[CH:8]=[N:9]2)=[C:4]([C:20]([NH:22][CH2:23][C:24]([O:26]CC)=[O:25])=[O:21])[C:3]=1[OH:29].[F:30][C:31]1[CH:36]=[CH:35][C:34](B(O)O)=[CH:33][CH:32]=1.C(=O)([O-])[O-].[K+].[K+].[OH-].[Na+]. Given the product [F:19][C:14]1[CH:13]=[C:12]([C:7]2[CH:8]=[N:9][C:10]3[C:5]([N:6]=2)=[C:4]([C:20]([NH:22][CH2:23][C:24]([OH:26])=[O:25])=[O:21])[C:3]([OH:29])=[C:2]([C:34]2[CH:35]=[CH:36][C:31]([F:30])=[CH:32][CH:33]=2)[CH:11]=3)[CH:17]=[CH:16][C:15]=1[F:18], predict the reactants needed to synthesize it. (2) Given the product [OH:38][CH2:37][C@H:26]([NH:25][C:17](=[O:19])[C:16]1[CH:20]=[C:12]([C:9]2[O:10][C:11]3[C:3]([O:2][CH3:1])=[CH:4][CH:5]=[CH:6][C:7]=3[CH:8]=2)[CH:13]=[CH:14][C:15]=1[O:21][CH2:22][CH2:23][CH3:24])[CH2:27][C:28]1[C:36]2[C:31](=[CH:32][CH:33]=[CH:34][CH:35]=2)[NH:30][CH:29]=1, predict the reactants needed to synthesize it. The reactants are: [CH3:1][O:2][C:3]1[C:11]2[O:10][C:9]([C:12]3[CH:13]=[CH:14][C:15]([O:21][CH2:22][CH2:23][CH3:24])=[C:16]([CH:20]=3)[C:17]([OH:19])=O)=[CH:8][C:7]=2[CH:6]=[CH:5][CH:4]=1.[NH2:25][C@@H:26]([CH2:37][OH:38])[CH2:27][C:28]1[C:36]2[C:31](=[CH:32][CH:33]=[CH:34][CH:35]=2)[NH:30][CH:29]=1. (3) The reactants are: F[C:2]1[CH:7]=[CH:6][C:5]([NH:8][C:9](=[O:35])[NH:10][C:11]2[CH:16]=[CH:15][C:14]([C:17]3[CH:18]=[C:19]4[C:23](=[CH:24][CH:25]=3)[C:22](=[O:26])[N:21]([C@@H:27]([CH:32]([CH3:34])[CH3:33])[C:28]([O:30][CH3:31])=[O:29])[CH2:20]4)=[CH:13][CH:12]=2)=[CH:4][CH:3]=1.NC1C=CC(C2C=C3C(=CC=2)[C:48](=[O:52])N([C@@H](C(C)C)C(OC)=O)C3)=CC=1.COC1C=CC(N=C=O)=CC=1. Given the product [CH3:48][O:52][C:2]1[CH:7]=[CH:6][C:5]([NH:8][C:9](=[O:35])[NH:10][C:11]2[CH:16]=[CH:15][C:14]([C:17]3[CH:18]=[C:19]4[C:23](=[CH:24][CH:25]=3)[C:22](=[O:26])[N:21]([C@@H:27]([CH:32]([CH3:34])[CH3:33])[C:28]([O:30][CH3:31])=[O:29])[CH2:20]4)=[CH:13][CH:12]=2)=[CH:4][CH:3]=1, predict the reactants needed to synthesize it. (4) The reactants are: [Cl:1][C:2]1[CH:3]=[C:4]([CH:9]2[CH2:18][CH2:17][C:16](O)([CH:19]([CH3:21])[CH3:20])[C:15]3[CH:14]=[C:13]([NH:23][C:24](=[O:26])[CH3:25])[CH:12]=[CH:11][C:10]2=3)[CH:5]=[CH:6][C:7]=1[Cl:8]. Given the product [Cl:1][C:2]1[CH:3]=[C:4]([CH:9]2[CH2:18][CH:17]=[C:16]([CH:19]([CH3:20])[CH3:21])[C:15]3[CH:14]=[C:13]([NH:23][C:24](=[O:26])[CH3:25])[CH:12]=[CH:11][C:10]2=3)[CH:5]=[CH:6][C:7]=1[Cl:8], predict the reactants needed to synthesize it. (5) The reactants are: [CH3:1]N(C=O)C.[F:6][C:7]1[CH:8]=[C:9](/[CH:18]=[CH:19]/[C:20]([NH:22][CH:23]2[C:31]3[C:26](=[CH:27][CH:28]=[CH:29][CH:30]=3)[CH2:25][CH2:24]2)=[O:21])[CH:10]=[CH:11][C:12]=1[N:13]1[CH:17]=[CH:16][N:15]=[CH:14]1.[H-].[Na+].IC. Given the product [F:6][C:7]1[CH:8]=[C:9](/[CH:18]=[CH:19]/[C:20]([N:22]([CH:23]2[C:31]3[C:26](=[CH:27][CH:28]=[CH:29][CH:30]=3)[CH2:25][CH2:24]2)[CH3:1])=[O:21])[CH:10]=[CH:11][C:12]=1[N:13]1[CH:17]=[CH:16][N:15]=[CH:14]1, predict the reactants needed to synthesize it.